This data is from Full USPTO retrosynthesis dataset with 1.9M reactions from patents (1976-2016). The task is: Predict the reactants needed to synthesize the given product. (1) Given the product [CH2:6]([N:13]1[CH2:18][CH2:17][N:16]([C:19]2[CH:20]=[C:21]3[C:25](=[CH:26][CH:27]=2)[NH:24][N:23]=[CH:22]3)[CH2:15][CH2:14]1)[C:7]1[CH:8]=[CH:9][CH:10]=[CH:11][CH:12]=1, predict the reactants needed to synthesize it. The reactants are: C(O)(=O)C.O.[CH2:6]([N:13]1[CH2:18][CH2:17][N:16]([C:19]2[CH:20]=[C:21]3[C:25](=[CH:26][CH:27]=2)[N:24](C2CCCCO2)[N:23]=[CH:22]3)[CH2:15][CH2:14]1)[C:7]1[CH:12]=[CH:11][CH:10]=[CH:9][CH:8]=1. (2) Given the product [C:4]([CH:3]([NH:2][C:28]([C:26]1[N:25]=[N:24][N:23]([CH2:22][CH2:21][NH:20][C:18](=[O:19])[C:17]2[CH:31]=[CH:32][C:33]([O:37][CH3:38])=[C:34]([O:35][CH3:36])[C:16]=2[O:15][CH3:14])[CH:27]=1)=[O:29])[C:6]1[CH:11]=[CH:10][C:9]([S:12][CH3:13])=[CH:8][CH:7]=1)#[N:5], predict the reactants needed to synthesize it. The reactants are: Cl.[NH2:2][CH:3]([C:6]1[CH:11]=[CH:10][C:9]([S:12][CH3:13])=[CH:8][CH:7]=1)[C:4]#[N:5].[CH3:14][O:15][C:16]1[C:34]([O:35][CH3:36])=[C:33]([O:37][CH3:38])[CH:32]=[CH:31][C:17]=1[C:18]([NH:20][CH2:21][CH2:22][N:23]1[CH:27]=[C:26]([C:28](O)=[O:29])[N:25]=[N:24]1)=[O:19]. (3) Given the product [CH3:13][C@H:12]1[C:14](=[O:16])[O:15][C@H:19]([C:22]2[CH:27]=[CH:26][CH:25]=[CH:24][CH:23]=2)[N:11]1[C:1]([O:3][CH2:4][C:5]1[CH:10]=[CH:9][CH:8]=[CH:7][CH:6]=1)=[O:2], predict the reactants needed to synthesize it. The reactants are: [C:1]([NH:11][C@H:12]([C:14]([OH:16])=[O:15])[CH3:13])([O:3][CH2:4][C:5]1[CH:10]=[CH:9][CH:8]=[CH:7][CH:6]=1)=[O:2].CO[CH:19]([C:22]1[CH:27]=[CH:26][CH:25]=[CH:24][CH:23]=1)OC.B(F)(F)F.CCOCC.CCN(CC)CC. (4) Given the product [C:1]([O:5][C:6]([C:7]1[C:23]2[CH:24]=[CH:25][C:26]([C:27]#[N:28])=[CH:29][C:30]=2[O:20][C:8]=1[C:9]([C:12]1[CH:17]=[CH:16][CH:15]=[C:14]([O:18][CH3:19])[N:13]=1)([CH3:11])[CH3:10])=[O:21])([CH3:2])([CH3:3])[CH3:4], predict the reactants needed to synthesize it. The reactants are: [C:1]([O:5][C:6](=[O:21])[CH2:7][C:8](=[O:20])[C:9]([C:12]1[CH:17]=[CH:16][CH:15]=[C:14]([O:18][CH3:19])[N:13]=1)([CH3:11])[CH3:10])([CH3:4])([CH3:3])[CH3:2].Cl[C:23]1[CH:30]=[CH:29][C:26]([C:27]#[N:28])=[CH:25][C:24]=1[N+]([O-])=O. (5) Given the product [Br:47][C:2]1[N:7]=[CH:6][C:5]([C:8]2[C:16]3[C:11](=[CH:12][C:13]([F:17])=[CH:14][CH:15]=3)[N:10]([S:18]([C:21]3[CH:26]=[CH:25][CH:24]=[CH:23][CH:22]=3)(=[O:20])=[O:19])[CH:9]=2)=[CH:4][CH:3]=1, predict the reactants needed to synthesize it. The reactants are: Cl[C:2]1[N:7]=[CH:6][C:5]([C:8]2[C:16]3[C:11](=[CH:12][C:13]([F:17])=[CH:14][CH:15]=3)[N:10]([S:18]([C:21]3[CH:26]=[CH:25][CH:24]=[CH:23][CH:22]=3)(=[O:20])=[O:19])[CH:9]=2)=[CH:4][CH:3]=1.FC1C=C2C(C(I)=CN2S(C2C=CC=CC=2)(=O)=O)=CC=1.[Br:47]C1C=CC(B(O)O)=CN=1.